From a dataset of Reaction yield outcomes from USPTO patents with 853,638 reactions. Predict the reaction yield, written as a fraction of the theoretical maximum amount of product (1.0 means a 100% yield; for example, 0.34 means a 34% yield). The reactants are [Cl:1][C:2]1[CH:3]=[C:4]2[C:8](=[C:9]([NH:11][CH:12]3[CH2:16][CH2:15][CH2:14][CH2:13]3)[CH:10]=1)[NH:7][C:6]([C:17]1[S:18][CH2:19][C@@H:20]([CH2:22][CH2:23][N:24]3[CH2:29][CH2:28][NH:27][CH2:26][CH2:25]3)[N:21]=1)=[CH:5]2.[C:30](O)(=[O:33])[CH2:31][OH:32].C(Cl)CCl.C1C=CC2N(O)N=NC=2C=1.C(=O)(O)[O-].[Na+]. The catalyst is CN(C)C=O. The product is [Cl:1][C:2]1[CH:3]=[C:4]2[C:8](=[C:9]([NH:11][CH:12]3[CH2:16][CH2:15][CH2:14][CH2:13]3)[CH:10]=1)[NH:7][C:6]([C:17]1[S:18][CH2:19][C@@H:20]([CH2:22][CH2:23][N:24]3[CH2:29][CH2:28][N:27]([C:31](=[O:32])[CH2:30][OH:33])[CH2:26][CH2:25]3)[N:21]=1)=[CH:5]2. The yield is 0.440.